From a dataset of Reaction yield outcomes from USPTO patents with 853,638 reactions. Predict the reaction yield, written as a fraction of the theoretical maximum amount of product (1.0 means a 100% yield; for example, 0.34 means a 34% yield). The catalyst is CCOC(C)=O. The yield is 0.275. The reactants are [Br:1][CH2:2][C:3]([C:5]1[S:6][CH:7]=[CH:8][N:9]=1)=[O:4].[S:10]1[CH:14]=[C:13]([CH:15]([NH:27][C:28]2[CH:33]=[CH:32][CH:31]=[CH:30][CH:29]=2)[C:16]([O:18][C@@H:19]2[CH:24]3[CH2:25][CH2:26][N:21]([CH2:22][CH2:23]3)[CH2:20]2)=[O:17])[C:12]2[CH:34]=[CH:35][CH:36]=[CH:37][C:11]1=2. The product is [Br-:1].[S:10]1[CH:14]=[C:13]([CH:15]([NH:27][C:28]2[CH:33]=[CH:32][CH:31]=[CH:30][CH:29]=2)[C:16]([O:18][C@@H:19]2[CH:24]3[CH2:25][CH2:26][N+:21]([CH2:2][C:3](=[O:4])[C:5]4[S:6][CH:7]=[CH:8][N:9]=4)([CH2:22][CH2:23]3)[CH2:20]2)=[O:17])[C:12]2[CH:34]=[CH:35][CH:36]=[CH:37][C:11]1=2.